Dataset: Catalyst prediction with 721,799 reactions and 888 catalyst types from USPTO. Task: Predict which catalyst facilitates the given reaction. (1) Reactant: [NH:1]1[C:9]2[C:4](=[CH:5][CH:6]=[CH:7][CH:8]=2)[CH2:3][C@@H:2]1[C:10]([NH:12][CH2:13][C:14]([O:16]C)=O)=[O:11].C[O-].[Na+]. Product: [C:10]1(=[O:11])[C@H:2]2[CH2:3][C:4]3[CH:5]=[CH:6][CH:7]=[CH:8][C:9]=3[N:1]2[C:14](=[O:16])[CH2:13][NH:12]1. The catalyst class is: 8. (2) Reactant: [O:1]1CCO[CH:2]1[C:6]1[S:7][C:8]([C:11]([OH:18])([CH3:17])[CH:12]([O:15][CH3:16])[O:13][CH3:14])=[CH:9][N:10]=1.Cl.C(=O)([O-])O.[Na+]. Product: [OH:18][C:11]([C:8]1[S:7][C:6]([CH:2]=[O:1])=[N:10][CH:9]=1)([CH3:17])[CH:12]([O:13][CH3:14])[O:15][CH3:16]. The catalyst class is: 21. (3) Reactant: C(O[C:6]([N:8](C)[NH:9][C:10]([C@@H:12]1[CH2:18][CH2:17][C@@H:16]2[CH2:19][N:13]1[C:14](=[O:25])[N:15]2[O:20][S:21]([O-:24])(=[O:23])=[O:22])=[O:11])=O)(C)(C)C.C([N+](CCCC)(CCCC)CCCC)CCC.FC(F)(F)C(O)=O. Product: [CH3:6][NH:8][NH:9][C:10]([C@@H:12]1[CH2:18][CH2:17][C@@H:16]2[CH2:19][N:13]1[C:14](=[O:25])[N:15]2[O:20][S:21]([OH:24])(=[O:23])=[O:22])=[O:11]. The catalyst class is: 2. (4) Reactant: Cl[C:2]1[N:7]=[C:6]([NH:8][C@H:9]([C:11]2[CH:16]=[CH:15][C:14]([F:17])=[CH:13][CH:12]=2)[CH3:10])[N:5]=[C:4]([NH:18][C:19]2[CH:24]=[N:23][CH:22]=[CH:21][N:20]=2)[CH:3]=1.C([Sn](CCCC)(CCCC)[C:30]1[O:34][C:33]([Si:35]([CH:42]([CH3:44])[CH3:43])([CH:39]([CH3:41])[CH3:40])[CH:36]([CH3:38])[CH3:37])=[N:32][CH:31]=1)CCC.CN(C)C=O. Product: [F:17][C:14]1[CH:15]=[CH:16][C:11]([C@@H:9]([NH:8][C:6]2[N:5]=[C:4]([NH:18][C:19]3[CH:24]=[N:23][CH:22]=[CH:21][N:20]=3)[CH:3]=[C:2]([C:30]3[O:34][C:33]([Si:35]([CH:39]([CH3:41])[CH3:40])([CH:42]([CH3:44])[CH3:43])[CH:36]([CH3:37])[CH3:38])=[N:32][CH:31]=3)[N:7]=2)[CH3:10])=[CH:12][CH:13]=1. The catalyst class is: 257. (5) Reactant: O(CCSCC1C=CC(C2C=CC=C(C(O)=O)C=2)=CC=1)C1C=CC=CC=1.C([O:29][C:30]([C:32]1[CH:37]=[CH:36][C:35]([C:38]2[CH:43]=[CH:42][CH:41]=[CH:40][C:39]=2[CH2:44][S:45][CH2:46][CH2:47][O:48][C:49]2[CH:54]=[CH:53][CH:52]=[CH:51][CH:50]=2)=[CH:34][CH:33]=1)=[O:31])C.[OH-].[Li+]. Product: [O:48]([CH2:47][CH2:46][S:45][CH2:44][C:39]1[CH:40]=[CH:41][CH:42]=[CH:43][C:38]=1[C:35]1[CH:34]=[CH:33][C:32]([C:30]([OH:31])=[O:29])=[CH:37][CH:36]=1)[C:49]1[CH:50]=[CH:51][CH:52]=[CH:53][CH:54]=1. The catalyst class is: 1. (6) Reactant: [Br:1][C:2]1[CH:8]=[CH:7][CH:6]=[CH:5][C:3]=1[NH2:4].N1C=CC=CC=1.[F:15][C:16]([F:29])([F:28])[S:17](O[S:17]([C:16]([F:29])([F:28])[F:15])(=[O:19])=[O:18])(=[O:19])=[O:18]. Product: [Br:1][C:2]1[CH:8]=[CH:7][CH:6]=[CH:5][C:3]=1[NH:4][S:17]([C:16]([F:29])([F:28])[F:15])(=[O:19])=[O:18]. The catalyst class is: 2. (7) Reactant: [CH3:1][C@@:2]12[C@H:11]3[CH2:12][CH2:13][C@:14]4([CH3:20])[C:18](=[O:19])[CH2:17][CH2:16][C@H:15]4[C@@H:10]3[CH2:9][CH2:8][C@H:7]1[CH2:6][C@@H:5]([OH:21])[CH2:4][CH2:3]2.[C:22]1([CH3:32])[CH:27]=[CH:26][C:25]([S:28](Cl)(=[O:30])=[O:29])=[CH:24][CH:23]=1. Product: [S:28]([O:21][C@H:5]1[CH2:4][CH2:3][C@@:2]2([CH3:1])[C@@H:7]([CH2:8][CH2:9][C@@H:10]3[C@@H:11]2[CH2:12][CH2:13][C@@:14]2([CH3:20])[C@H:15]3[CH2:16][CH2:17][C:18]2=[O:19])[CH2:6]1)([C:25]1[CH:26]=[CH:27][C:22]([CH3:32])=[CH:23][CH:24]=1)(=[O:30])=[O:29]. The catalyst class is: 17. (8) Reactant: Cl.[F:2][C:3]1([F:10])[CH2:8][CH2:7][CH:6]([NH2:9])[CH2:5][CH2:4]1.C(N(CC)CC)C.[C:18](Cl)(=[O:22])[CH:19]([CH3:21])[CH3:20]. Product: [F:2][C:3]1([F:10])[CH2:8][CH2:7][CH:6]([NH:9][C:18](=[O:22])[CH:19]([CH3:21])[CH3:20])[CH2:5][CH2:4]1. The catalyst class is: 2. (9) Reactant: Cl.[NH:2]1[CH2:7][CH2:6][CH2:5][CH:4]([OH:8])[CH2:3]1.C(N(CC)CC)C.[C:16](O[C:16]([O:18][C:19]([CH3:22])([CH3:21])[CH3:20])=[O:17])([O:18][C:19]([CH3:22])([CH3:21])[CH3:20])=[O:17].C(OCC)C. Product: [OH:8][CH:4]1[CH2:5][CH2:6][CH2:7][N:2]([C:16]([O:18][C:19]([CH3:22])([CH3:21])[CH3:20])=[O:17])[CH2:3]1. The catalyst class is: 4. (10) Reactant: [C:1]1([CH:7]([CH2:9][CH2:10][CH2:11][CH2:12][CH2:13][CH2:14][CH2:15][CH2:16][CH2:17][CH2:18][CH3:19])[CH3:8])[CH:6]=[CH:5][CH:4]=[CH:3][CH:2]=1.S(=O)(=O)(O)O.CO[CH2:27][Br:28]. Product: [Br:28][CH2:27][C:4]1[CH:5]=[CH:6][C:1]([CH:7]([CH2:9][CH2:10][CH2:11][CH2:12][CH2:13][CH2:14][CH2:15][CH2:16][CH2:17][CH2:18][CH3:19])[CH3:8])=[CH:2][CH:3]=1. The catalyst class is: 6.